From a dataset of Catalyst prediction with 721,799 reactions and 888 catalyst types from USPTO. Predict which catalyst facilitates the given reaction. (1) Reactant: Br[C:2]1[CH:7]=[N:6][CH:5]=[C:4]([Br:8])[N:3]=1.[N:9]1([C:16]([O:18][C:19]([CH3:22])([CH3:21])[CH3:20])=[O:17])[CH2:15][CH2:14][CH2:13][NH:12][CH2:11][CH2:10]1.C(N(CC)CC)C. Product: [Br:8][C:4]1[N:3]=[C:2]([N:12]2[CH2:13][CH2:14][CH2:15][N:9]([C:16]([O:18][C:19]([CH3:22])([CH3:21])[CH3:20])=[O:17])[CH2:10][CH2:11]2)[CH:7]=[N:6][CH:5]=1. The catalyst class is: 41. (2) Reactant: C1COCC1.[NH2:6][C:7]1[CH:16]=[CH:15][C:10]([C:11]([O:13][CH3:14])=[O:12])=[CH:9][C:8]=1[S:17]([CH3:20])(=[O:19])=[O:18].[H-].[Na+].[Cl:23][C:24]1[CH:37]=[CH:36][C:27]2[S:28][C:29]([S:32](Cl)(=[O:34])=[O:33])=[C:30]([CH3:31])[C:26]=2[CH:25]=1. Product: [Cl:23][C:24]1[CH:37]=[CH:36][C:27]2[S:28][C:29]([S:32]([NH:6][C:7]3[CH:16]=[CH:15][C:10]([C:11]([O:13][CH3:14])=[O:12])=[CH:9][C:8]=3[S:17]([CH3:20])(=[O:19])=[O:18])(=[O:33])=[O:34])=[C:30]([CH3:31])[C:26]=2[CH:25]=1. The catalyst class is: 3. (3) Reactant: [CH3:1][C:2]([O:4][C:5]1[CH:6]=[CH:7][CH:8]=[CH:9][C:10]=1[C:11]([OH:13])=[O:12])=[O:3].C(Cl)(=O)C(Cl)=O.CN(C=O)C.C(Cl)Cl.O[CH2:29][CH2:30][S:31][S:32][CH2:33][CH2:34][OH:35].C(N(CC)CC)C. Product: [C:2]([O:4][C:5]1[CH:6]=[CH:7][CH:8]=[CH:9][C:10]=1[C:11]([O:13][CH2:29][CH2:30][S:31][S:32][CH2:33][CH2:34][OH:35])=[O:12])(=[O:3])[CH3:1]. The catalyst class is: 34. (4) Reactant: [CH3:1][S:2]([C:5]1[CH:10]=[CH:9][C:8]([NH:11][C:12]2[C:17]([N+:18]([O-:20])=[O:19])=[C:16]([O:21][CH:22]3[CH2:27][CH2:26][NH:25][CH2:24][CH2:23]3)[N:15]=[CH:14][N:13]=2)=[CH:7][CH:6]=1)(=[O:4])=[O:3].Cl[CH2:29][C:30]1[CH:31]=[N:32][CH:33]=[CH:34][CH:35]=1.C(N(CC)CC)C. Product: [CH3:1][S:2]([C:5]1[CH:10]=[CH:9][C:8]([NH:11][C:12]2[C:17]([N+:18]([O-:20])=[O:19])=[C:16]([O:21][CH:22]3[CH2:27][CH2:26][N:25]([CH2:29][C:30]4[CH:31]=[N:32][CH:33]=[CH:34][CH:35]=4)[CH2:24][CH2:23]3)[N:15]=[CH:14][N:13]=2)=[CH:7][CH:6]=1)(=[O:4])=[O:3]. The catalyst class is: 3. (5) Reactant: [Cl:1][C:2]1[CH:7]=[C:6]([F:8])[CH:5]=[CH:4][C:3]=1[O:9][CH2:10][C:11]([F:14])([F:13])[F:12].C([Li])CCC.CN(C)[CH:22]=[O:23]. Product: [Cl:1][C:2]1[C:3]([O:9][CH2:10][C:11]([F:12])([F:13])[F:14])=[CH:4][CH:5]=[C:6]([F:8])[C:7]=1[CH:22]=[O:23]. The catalyst class is: 6.